Dataset: Peptide-MHC class I binding affinity with 185,985 pairs from IEDB/IMGT. Task: Regression. Given a peptide amino acid sequence and an MHC pseudo amino acid sequence, predict their binding affinity value. This is MHC class I binding data. (1) The peptide sequence is TIAVITETI. The MHC is HLA-A02:03 with pseudo-sequence HLA-A02:03. The binding affinity (normalized) is 0.633. (2) The peptide sequence is YARNFLIPF. The MHC is HLA-B40:13 with pseudo-sequence HLA-B40:13. The binding affinity (normalized) is 0.279. (3) The peptide sequence is LQALSNLIL. The MHC is HLA-B14:02 with pseudo-sequence HLA-B14:02. The binding affinity (normalized) is 0.213. (4) The peptide sequence is KEKGGLEGIYY. The MHC is Mamu-B17 with pseudo-sequence Mamu-B17. The binding affinity (normalized) is 0. (5) The peptide sequence is HEGEGIPLY. The MHC is HLA-A11:01 with pseudo-sequence HLA-A11:01. The binding affinity (normalized) is 0.0847.